Dataset: Reaction yield outcomes from USPTO patents with 853,638 reactions. Task: Predict the reaction yield, written as a fraction of the theoretical maximum amount of product (1.0 means a 100% yield; for example, 0.34 means a 34% yield). The reactants are [C:1]([C:4]1[CH:5]=[C:6]([CH:26]=[CH:27][CH:28]=1)[O:7][C:8]1[N:9]([CH2:23][CH2:24][CH3:25])[C:10](=[O:22])[C:11]2[NH:12][C:13]([CH:17]3[CH2:21][CH2:20][CH2:19][CH2:18]3)=[N:14][C:15]=2[N:16]=1)(=[O:3])[CH3:2].[CH3:29][Mg]Br. The catalyst is C1COCC1. The product is [CH:17]1([C:13]2[NH:12][C:11]3[C:10](=[O:22])[N:9]([CH2:23][CH2:24][CH3:25])[C:8]([O:7][C:6]4[CH:26]=[CH:27][CH:28]=[C:4]([C:1]([OH:3])([CH3:29])[CH3:2])[CH:5]=4)=[N:16][C:15]=3[N:14]=2)[CH2:21][CH2:20][CH2:19][CH2:18]1. The yield is 0.320.